From a dataset of Reaction yield outcomes from USPTO patents with 853,638 reactions. Predict the reaction yield, written as a fraction of the theoretical maximum amount of product (1.0 means a 100% yield; for example, 0.34 means a 34% yield). (1) The reactants are [Cl:1][C:2]1[N:7]=[C:6]([C:8](OCC)=[O:9])[C:5]([NH:13][CH2:14][C:15]([F:18])([F:17])[F:16])=[CH:4][N:3]=1.[NH3:19]. No catalyst specified. The product is [Cl:1][C:2]1[N:7]=[C:6]([C:8]([NH2:19])=[O:9])[C:5]([NH:13][CH2:14][C:15]([F:18])([F:17])[F:16])=[CH:4][N:3]=1. The yield is 0.500. (2) The yield is 0.760. The reactants are [CH2:1]([O:3][C:4](=[O:24])[C@@H:5]([O:21][CH2:22][CH3:23])[CH2:6][C:7]1[CH:12]=[CH:11][C:10]([O:13]CC2C=CC=CC=2)=[CH:9][CH:8]=1)[CH3:2]. The product is [CH2:1]([O:3][C:4](=[O:24])[C@@H:5]([O:21][CH2:22][CH3:23])[CH2:6][C:7]1[CH:8]=[CH:9][C:10]([OH:13])=[CH:11][CH:12]=1)[CH3:2]. The catalyst is C(OCC)(=O)C.[Pd]. (3) The reactants are [CH3:1][C:2]1[CH:17]=[CH:16][C:5]([O:6][C:7]2[CH:8]=[C:9]([N+:13]([O-])=O)[CH:10]=[CH:11][CH:12]=2)=[CH:4][CH:3]=1. The catalyst is C(O)C.[Pd]. The product is [CH3:1][C:2]1[CH:17]=[CH:16][C:5]([O:6][C:7]2[CH:8]=[C:9]([CH:10]=[CH:11][CH:12]=2)[NH2:13])=[CH:4][CH:3]=1. The yield is 0.960. (4) The reactants are [F:1][C:2]1[CH:7]=[CH:6][C:5]([C:8]([N:10]2[CH2:15][CH2:14][CH2:13][C@H:12]([OH:16])[CH2:11]2)=[O:9])=[CH:4][CH:3]=1.[CH3:17][O:18][C:19]1[CH:24]=[CH:23][C:22]([N:25]=[C:26]=[O:27])=[CH:21][CH:20]=1. The catalyst is ClCCl. The product is [F:1][C:2]1[CH:7]=[CH:6][C:5]([C:8]([N:10]2[CH2:15][CH2:14][CH2:13][C@H:12]([O:16][C:26](=[O:27])[NH:25][C:22]3[CH:21]=[CH:20][C:19]([O:18][CH3:17])=[CH:24][CH:23]=3)[CH2:11]2)=[O:9])=[CH:4][CH:3]=1. The yield is 0.660.